Task: Predict which catalyst facilitates the given reaction.. Dataset: Catalyst prediction with 721,799 reactions and 888 catalyst types from USPTO (1) Reactant: Cl[C:2]1[C:3]2[C:4](=[CH:13][N:14](CC3C=CC(OC)=CC=3)[N:15]=2)[N:5]=[C:6]([C:8]2[CH:12]=[CH:11][S:10][CH:9]=2)[N:7]=1.[CH:25]1([C:28]2[NH:32][N:31]=[C:30]([NH2:33])[CH:29]=2)[CH2:27][CH2:26]1.Cl. Product: [CH:25]1([C:28]2[NH:32][N:31]=[C:30]([NH:33][C:2]3[C:3]4[NH:15][N:14]=[CH:13][C:4]=4[N:5]=[C:6]([C:8]4[CH:12]=[CH:11][S:10][CH:9]=4)[N:7]=3)[CH:29]=2)[CH2:27][CH2:26]1. The catalyst class is: 71. (2) Reactant: [CH3:1][C:2]1[C:10]2[S:9][NH:8][C:7](=O)[C:6]=2[CH:5]=[CH:4][CH:3]=1.CN(C)C=O.S(Cl)([Cl:19])=O. Product: [Cl:19][C:7]1[C:6]2[CH:5]=[CH:4][CH:3]=[C:2]([CH3:1])[C:10]=2[S:9][N:8]=1. The catalyst class is: 11. (3) Reactant: C(N(CC)CC)C.Cl[C:9]([O:11][CH2:12][CH3:13])=[O:10].[I:14][C:15]1[CH:23]=[CH:22][C:18](C(O)=O)=[CH:17][N:16]=1. Product: [I:14][C:15]1[CH:23]=[CH:22][C:18]([C:9]([O:11][CH2:12][CH3:13])=[O:10])=[CH:17][N:16]=1. The catalyst class is: 119. (4) Reactant: [CH3:1][O:2][C:3]1[CH:4]=[C:5](/[CH:11]=[C:12](\[C:16]2[CH:21]=[CH:20][C:19]([OH:22])=[CH:18][CH:17]=2)/[C:13]([OH:15])=[O:14])[CH:6]=[C:7]([O:9][CH3:10])[CH:8]=1.COC1C=C(C=C(C2C=CC(O)=CC=2)C(O)=O)C=C(OC)C=1.C(OC(=O)C)(=O)C.C(N(CC)CC)C.Cl. Product: [CH3:10][O:9][C:7]1[CH:6]=[C:5](/[CH:11]=[C:12](/[C:16]2[CH:17]=[CH:18][C:19]([OH:22])=[CH:20][CH:21]=2)\[C:13]([OH:15])=[O:14])[CH:4]=[C:3]([O:2][CH3:1])[CH:8]=1. The catalyst class is: 13. (5) Reactant: [Cl-].[F:2][C:3]1[CH:8]=[CH:7][C:6]([CH2:9][P+](C2C=CC=CC=2)(C2C=CC=CC=2)C2C=CC=CC=2)=[CH:5][CH:4]=1.C([Li])CCC.CCCCCC.O=[C:41]1[CH2:46][CH2:45][CH2:44][N:43]([C:47]([O:49][C:50]([CH3:53])([CH3:52])[CH3:51])=[O:48])[CH2:42]1. Product: [F:2][C:3]1[CH:4]=[CH:5][C:6]([CH:9]=[C:45]2[CH2:46][CH2:41][CH2:42][N:43]([C:47]([O:49][C:50]([CH3:53])([CH3:52])[CH3:51])=[O:48])[CH2:44]2)=[CH:7][CH:8]=1. The catalyst class is: 7. (6) Reactant: C([O:8][NH:9][C:10]([C:12]1[C:17]([O:18]CC2C=CC=CC=2)=[C:16]([CH2:26][OH:27])[C:15]([C:28]([NH:30][CH2:31][C:32]2[CH:37]=[CH:36][C:35]([F:38])=[C:34]([Cl:39])[CH:33]=2)=[O:29])=[CH:14][N:13]=1)=[O:11])C1C=CC=CC=1. Product: [Cl:39][C:34]1[CH:33]=[C:32]([CH:37]=[CH:36][C:35]=1[F:38])[CH2:31][NH:30][C:28]([C:15]1[C:16]([CH2:26][OH:27])=[C:17]([OH:18])[C:12]([C:10]([NH:9][OH:8])=[O:11])=[N:13][CH:14]=1)=[O:29]. The catalyst class is: 43.